Dataset: Full USPTO retrosynthesis dataset with 1.9M reactions from patents (1976-2016). Task: Predict the reactants needed to synthesize the given product. Given the product [NH2:45][C@:2]([CH3:1])([CH2:36][OH:37])[C:3]([NH:4][C@H:5]([CH2:6][O:7][CH2:8][C:9]1[CH:10]=[CH:11][CH:12]=[CH:13][CH:14]=1)[C:15]([N:17]1[CH2:34][CH2:33][CH2:32][C:19]2([C:23](=[O:24])[N:22]([CH3:25])[CH2:21][CH:20]2[C:26]2[CH:31]=[CH:30][CH:29]=[CH:28][CH:27]=2)[CH2:18]1)=[O:16])=[O:35], predict the reactants needed to synthesize it. The reactants are: [CH3:1][C:2]([NH:45]C(=O)OC(C)(C)C)([CH2:36][O:37][Si](C)(C)C(C)(C)C)[C:3](=[O:35])[NH:4][C@@H:5]([C:15]([N:17]1[CH2:34][CH2:33][CH2:32][C:19]2([C:23](=[O:24])[N:22]([CH3:25])[CH2:21][CH:20]2[C:26]2[CH:31]=[CH:30][CH:29]=[CH:28][CH:27]=2)[CH2:18]1)=[O:16])[CH2:6][O:7][CH2:8][C:9]1[CH:14]=[CH:13][CH:12]=[CH:11][CH:10]=1.Cl.CCOCC.O.